This data is from Reaction yield outcomes from USPTO patents with 853,638 reactions. The task is: Predict the reaction yield, written as a fraction of the theoretical maximum amount of product (1.0 means a 100% yield; for example, 0.34 means a 34% yield). (1) The reactants are [N+:1]([C:4]1[CH:9]=[CH:8][C:7]([C:10]2[CH:15]=[CH:14][N:13]=[C:12]([C:16]3[CH:21]=[CH:20][C:19]([C:22]([F:25])([F:24])[F:23])=[CH:18][CH:17]=3)[N:11]=2)=[CH:6][CH:5]=1)([O-])=O.[Na].O.O.Cl.FC(F)(F)C1C=CC(C(N)=N)=CC=1. The catalyst is CCO.C(Cl)(Cl)Cl.CCOC(C)=O. The product is [F:25][C:22]([F:23])([F:24])[C:19]1[CH:18]=[CH:17][C:16]([C:12]2[N:11]=[C:10]([C:7]3[CH:8]=[CH:9][C:4]([NH2:1])=[CH:5][CH:6]=3)[CH:15]=[CH:14][N:13]=2)=[CH:21][CH:20]=1. The yield is 0.910. (2) The reactants are [C:1]([O:5][C:6]([NH:8][C:9]([NH2:11])=[S:10])=[O:7])([CH3:4])([CH3:3])[CH3:2].[CH2:12]([S:14][C:15](=O)[CH2:16]Br)[CH3:13]. The catalyst is C(O)C. The product is [C:1]([O:5][C:6](=[O:7])[NH:8][C:9]1[S:10][CH:13]=[C:12]([S:14][CH2:15][CH3:16])[N:11]=1)([CH3:4])([CH3:2])[CH3:3]. The yield is 0.580.